The task is: Predict the reactants needed to synthesize the given product.. This data is from Full USPTO retrosynthesis dataset with 1.9M reactions from patents (1976-2016). (1) Given the product [CH:168]1[CH:173]=[CH:172][C:171]([NH:174][C:175]2[CH:180]=[CH:179][C:178]([N:181]=[N:18][C:15]3[C:14]4[C:13](=[CH:23][CH:22]=[CH:21][CH:19]=4)[C:12]([N:50]=[N:51][C:52]4[C:62]5[CH:61]=[CH:60][CH:59]=[C:58]([S:74]([O-:77])(=[O:76])=[O:75])[C:57]=5[CH:56]=[CH:55][CH:53]=4)=[CH:17][CH:16]=3)=[C:177]3[CH:193]=[CH:195][CH:200]=[C:201]([S:124]([O-:127])(=[O:126])=[O:125])[C:176]=23)=[CH:170][CH:169]=1.[Na+:37].[Na+:37], predict the reactants needed to synthesize it. The reactants are: CC(NC1C=CC(N[C:12]2[CH:17]=[CH:16][C:15]([NH2:18])=[C:14]3[C:19]([C:21]4C(S([O-])(=O)=O)=C(S([O-])(=O)=O)C=C[C:22]=4[C:23](=O)[C:13]=23)=O)=CC=1)=O.[Na+:37].[Na+].CC1C=C(S([O-])(=O)=O)C=CC=1[NH:50]/[N:51]=[C:52]1\[C:53]([CH:55]=[CH:56][C:57]2[C:62]\1=[CH:61][CH:60]=[CH:59][CH:58]=2)=O.[Na+].CC(NC1C=C([S:74]([O-:77])(=[O:76])=[O:75])C=C2C=C(S([O-])(=O)=O)/C(/C(=O)C=12)=N\NC1C=CC=CC=1)=O.[Na+].[Na+].CC(NC1C=CC(N/N=C2\C(S([O-])(=O)=O)=CC3C(C\2=O)=C(NC(C)=O)C=C([S:124]([O-:127])(=[O:126])=[O:125])C=3)=CC=1)=O.[Na+].[Na+].CC1C(N=NC2C=CC(S([O-])(=O)=O)=CC=2)C(=O)N(C2C(Cl)=CC(S([O-])(=O)=O)=C(Cl)C=2)N=1.[Na+].[Na+].C[C:168]1[CH:173]=[CH:172][C:171]([NH:174][C:175]2[CH:180]=[CH:179][C:178]([NH:181]C3C=CC(C)=CC=3S([O-])(=O)=O)=[C:177]3[C:193]([C:195]4[C:200]([C:201](=O)[C:176]=23)=CC=CC=4)=O)=[C:170](S([O-])(=O)=O)[CH:169]=1.[Na+].[Na+]. (2) Given the product [CH3:11][C:12]1[CH:25]=[C:24]2[C:19]([N:20]=[CH:21][CH:22]=[CH:23]2)=[C:18]2[C:13]=1[C:14]([S:28][CH3:29])=[CH:15][C:16]([CH:26]=[O:27])=[N:17]2, predict the reactants needed to synthesize it. The reactants are: C(Cl)(=O)C(Cl)=O.CS(C)=O.[CH3:11][C:12]1[CH:25]=[C:24]2[C:19]([N:20]=[CH:21][CH:22]=[CH:23]2)=[C:18]2[C:13]=1[C:14]([S:28][CH3:29])=[CH:15][C:16]([CH2:26][OH:27])=[N:17]2.C(N(CC)CC)C. (3) Given the product [CH2:17]([O:19][C:20]([C:22]1[C:26]([Cl:27])=[C:25]([Cl:28])[N:24]([CH2:29][CH2:30][CH:31]([CH3:33])[CH3:32])[C:23]=1[CH2:34][N:6]([C:7]([O:9][C:10]([CH3:13])([CH3:12])[CH3:11])=[O:8])[CH2:5][C:4]([O:3][CH2:1][CH3:2])=[O:14])=[O:21])[CH3:18], predict the reactants needed to synthesize it. The reactants are: [CH2:1]([O:3][C:4](=[O:14])[CH2:5][NH:6][C:7]([O:9][C:10]([CH3:13])([CH3:12])[CH3:11])=[O:8])[CH3:2].[H-].[Na+].[CH2:17]([O:19][C:20]([C:22]1[C:26]([Cl:27])=[C:25]([Cl:28])[N:24]([CH2:29][CH2:30][CH:31]([CH3:33])[CH3:32])[C:23]=1[CH2:34]Br)=[O:21])[CH3:18]. (4) Given the product [F:28][C:25]1[CH:26]=[CH:27][C:22]([CH2:21][N:20]2[C:11]3=[N:12][CH:13]=[C:14]([S:16]([CH3:19])(=[O:18])=[O:17])[CH:15]=[C:10]3[CH:9]=[C:8]2[C:7]2[C:2]([F:1])=[C:3]([Cl:32])[N:4]=[CH:5][N:6]=2)=[CH:23][CH:24]=1, predict the reactants needed to synthesize it. The reactants are: [F:1][C:2]1[C:3](=O)[NH:4][CH:5]=[N:6][C:7]=1[C:8]1[N:20]([CH2:21][C:22]2[CH:27]=[CH:26][C:25]([F:28])=[CH:24][CH:23]=2)[C:11]2=[N:12][CH:13]=[C:14]([S:16]([CH3:19])(=[O:18])=[O:17])[CH:15]=[C:10]2[CH:9]=1.P(Cl)(Cl)([Cl:32])=O. (5) Given the product [NH2:1][C:2]1[C:7]([Cl:8])=[C:6]([Cl:9])[N:5]=[C:4]([C:10]([OH:12])=[O:11])[CH:3]=1, predict the reactants needed to synthesize it. The reactants are: [NH2:1][C:2]1[C:7]([Cl:8])=[C:6]([Cl:9])[N:5]=[C:4]([C:10]([O:12]C)=[O:11])[CH:3]=1.C[Si](C)(C)[O-].[K+].Cl.C(OCC)(=O)C. (6) Given the product [CH2:11]([O:10][PH:9](=[O:18])[O:8][CH2:1][C:2]1[CH:3]=[CH:4][CH:5]=[CH:6][CH:7]=1)[C:12]1[CH:13]=[CH:14][CH:15]=[CH:16][CH:17]=1, predict the reactants needed to synthesize it. The reactants are: [CH2:1]([O:8][P:9]([O-:18])[O:10][CH2:11][C:12]1[CH:17]=[CH:16][CH:15]=[CH:14][CH:13]=1)[C:2]1[CH:7]=[CH:6][CH:5]=[CH:4][CH:3]=1.IC1C=CC=C(CC([O-])=O)C=1CC([O-])=O. (7) The reactants are: [Cl:1][C:2]1[C:3]([C:8]2[CH:9]=[C:10]3[C:14](=[CH:15][CH:16]=2)[NH:13][N:12]=[C:11]3[NH:17][C:18]2[S:19][C:20]([CH:23]=O)=[CH:21][N:22]=2)=[N:4][CH:5]=[CH:6][CH:7]=1.[CH3:25][NH2:26].[Na].[C:28](=[O:31])([O-])[OH:29].[Na+]. Given the product [Cl:1][C:2]1[C:3]([C:8]2[CH:9]=[C:10]3[C:14](=[CH:15][CH:16]=2)[NH:13][N:12]=[C:11]3[NH:17][C:18]2[S:19][C:20]([CH2:23][N:26]([CH3:25])[C:28](=[O:31])[O:29][C:8]([CH3:9])([CH3:16])[CH3:3])=[CH:21][N:22]=2)=[N:4][CH:5]=[CH:6][CH:7]=1, predict the reactants needed to synthesize it. (8) Given the product [CH3:1][C:2]1([CH3:22])[C:11]2[C:6](=[CH:7][CH:8]=[C:9]([C:12](=[O:14])[CH3:13])[CH:10]=2)[C:5]([C:15]2[CH:20]=[CH:19][C:18]([CH3:21])=[CH:17][CH:16]=2)=[CH:4]1, predict the reactants needed to synthesize it. The reactants are: [CH3:1][C:2]1([CH3:22])[C:11]2[CH:10]=[C:9]([C:12](=[O:14])[CH3:13])[CH:8]=[CH:7][C:6]=2[C:5]([C:15]2[CH:20]=[CH:19][C:18]([CH3:21])=[CH:17][CH:16]=2)=[CH:4]C1.BrC1C=C2C(C(C3C=CC(C)=CC=3)=CC2(C)C)=CC=1.